Task: Predict the product of the given reaction.. Dataset: Forward reaction prediction with 1.9M reactions from USPTO patents (1976-2016) (1) Given the reactants [OH:1][C:2]1[CH:3]=[C:4]2[C:9](=[CH:10][CH:11]=1)[N:8]=[CH:7][C:6]([C:12]([OH:14])=[O:13])=[CH:5]2.S(=O)(=O)(O)O.[C:20](=O)(O)[O-].[Na+], predict the reaction product. The product is: [OH:1][C:2]1[CH:3]=[C:4]2[C:9](=[CH:10][CH:11]=1)[N:8]=[CH:7][C:6]([C:12]([O:14][CH3:20])=[O:13])=[CH:5]2. (2) Given the reactants [C:1]1([OH:7])[CH:6]=[CH:5][CH:4]=[CH:3][CH:2]=1.I[CH2:9][CH3:10].C(=O)([O-])[O-].[K+].[K+], predict the reaction product. The product is: [CH2:9]([O:7][C:1]1[CH:6]=[CH:5][CH:4]=[CH:3][CH:2]=1)[CH3:10].